From a dataset of CYP2C9 inhibition data for predicting drug metabolism from PubChem BioAssay. Regression/Classification. Given a drug SMILES string, predict its absorption, distribution, metabolism, or excretion properties. Task type varies by dataset: regression for continuous measurements (e.g., permeability, clearance, half-life) or binary classification for categorical outcomes (e.g., BBB penetration, CYP inhibition). Dataset: cyp2c9_veith. (1) The compound is CN(Cc1ccco1)c1ccnc(-c2cccc(NS(C)(=O)=O)c2)n1. The result is 0 (non-inhibitor). (2) The molecule is CC1=C(C#N)C(NC(=O)C(C)(C)C)(C(F)(F)F)C(=O)N1. The result is 0 (non-inhibitor). (3) The result is 0 (non-inhibitor). The compound is O=C(c1ccco1)N1CCN(C(=O)c2nn3cccnc3c2Cl)CC1. (4) The drug is CC(=O)NCCNc1nc(-c2ccccc2Cl)nc2ccccc12. The result is 0 (non-inhibitor). (5) The compound is Cn1c(CNS(=O)(=O)c2ccc(Cl)cc2)n[nH]c1=S. The result is 0 (non-inhibitor). (6) The drug is CCOc1ccc(C(=O)N2CCCC2C(=O)O)cc1. The result is 0 (non-inhibitor). (7) The compound is CC(C(=O)Nc1cccnc1)N1C(=O)C2C3C=CC(C3)C2C1=O. The result is 0 (non-inhibitor). (8) The result is 0 (non-inhibitor). The molecule is CCC/C=C(\CCC)C(NS(=O)(=O)c1ccc(C(F)(F)F)cc1)c1ccc(-c2ccccc2)cc1. (9) The compound is C[C@H](N)C(=O)O. The result is 0 (non-inhibitor). (10) The compound is O[C@@H](c1ccccc1)C1CCN(CCc2ccccc2)CC1. The result is 0 (non-inhibitor).